Dataset: Reaction yield outcomes from USPTO patents with 853,638 reactions. Task: Predict the reaction yield, written as a fraction of the theoretical maximum amount of product (1.0 means a 100% yield; for example, 0.34 means a 34% yield). (1) The reactants are [C:1]([NH:7][C:8]1[CH:9]=[N:10][CH:11]=[CH:12][CH:13]=1)(=[O:6])[C:2]([CH3:5])([CH3:4])[CH3:3].CN(C)CCN(C)C.[Li]CCCC.[I:27]I. The catalyst is C1COCC1. The product is [CH3:3][C:2]([CH3:5])([CH3:4])[C:1]([NH:7][C:8]1[CH:9]=[N:10][CH:11]=[CH:12][C:13]=1[I:27])=[O:6]. The yield is 0.230. (2) The reactants are C([N-]C(C)C)(C)C.[Li+].[F:9][C:10]1[CH:15]=[C:14]([F:16])[CH:13]=[CH:12][C:11]=1[C:17]1[CH:22]=[C:21]([CH3:23])[CH:20]=[CH:19][N:18]=1.[I:24]I.O. The catalyst is CCCCCCC.C1COCC1.C(C1C=CC=CC=1)C.C1COCC1. The product is [F:9][C:10]1[C:15]([I:24])=[C:14]([F:16])[CH:13]=[CH:12][C:11]=1[C:17]1[CH:22]=[C:21]([CH3:23])[CH:20]=[CH:19][N:18]=1. The yield is 0.650.